This data is from Reaction yield outcomes from USPTO patents with 853,638 reactions. The task is: Predict the reaction yield, written as a fraction of the theoretical maximum amount of product (1.0 means a 100% yield; for example, 0.34 means a 34% yield). (1) The reactants are [C:1]1([N:7]2[C:15]3[CH2:14][CH2:13][N:12](C(OC(C)(C)C)=O)[CH2:11][C:10]=3[N:9]=[CH:8]2)[CH:6]=[CH:5][CH:4]=[CH:3][CH:2]=1.Cl.O1CCOCC1.C(OCC)(=O)C. The catalyst is O1CCOCC1. The product is [C:1]1([N:7]2[C:15]3[CH2:14][CH2:13][NH:12][CH2:11][C:10]=3[N:9]=[CH:8]2)[CH:2]=[CH:3][CH:4]=[CH:5][CH:6]=1. The yield is 1.00. (2) The reactants are CC([N:5]([C@H:9]1[CH2:14][CH2:13][C@@H:12]([C:15]([NH:17][CH2:18][C:19]2[CH:24]=[CH:23][CH:22]=[CH:21][C:20]=2[C:25]([F:28])([F:27])[F:26])=[O:16])[CH2:11][CH2:10]1)C(=O)[O-])(C)C.FC(F)(F)C(O)=O. The catalyst is C(Cl)Cl. The product is [NH2:5][C@@H:9]1[CH2:10][CH2:11][C@H:12]([C:15]([NH:17][CH2:18][C:19]2[CH:24]=[CH:23][CH:22]=[CH:21][C:20]=2[C:25]([F:26])([F:27])[F:28])=[O:16])[CH2:13][CH2:14]1. The yield is 0.980. (3) The reactants are Cl[C:2]1[N:9]=[CH:8][CH:7]=[C:6]([C:10]2[CH:15]=[C:14]([NH:16][C:17]3[CH:22]=[CH:21][C:20]([N:23]4[CH2:28][CH2:27][N:26]([CH:29]5[CH2:32][O:31][CH2:30]5)[CH2:25][C@@H:24]4[CH3:33])=[CH:19][N:18]=3)[C:13](=[O:34])[N:12]([CH3:35])[CH:11]=2)[C:3]=1[CH:4]=[O:5].[CH2:36]1[C:41]2=[CH:42][C:43]3[CH2:44][CH2:45][CH2:46][CH2:47][C:48]=3[N:40]2[CH2:39][CH2:38][NH:37]1.CC(C1C=C(C(C)C)C(C2C=CC=CC=2P(C2CCCCC2)C2CCCCC2)=C(C(C)C)C=1)C.C([O-])([O-])=O.[Cs+].[Cs+]. The catalyst is C1C=CC(/C=C/C(/C=C/C2C=CC=CC=2)=O)=CC=1.C1C=CC(/C=C/C(/C=C/C2C=CC=CC=2)=O)=CC=1.C1C=CC(/C=C/C(/C=C/C2C=CC=CC=2)=O)=CC=1.[Pd].[Pd].O1CCOCC1. The product is [CH2:36]1[C:41]2=[CH:42][C:43]3[CH2:44][CH2:45][CH2:46][CH2:47][C:48]=3[N:40]2[CH2:39][CH2:38][N:37]1[C:2]1[N:9]=[CH:8][CH:7]=[C:6]([C:10]2[CH:15]=[C:14]([NH:16][C:17]3[CH:22]=[CH:21][C:20]([N:23]4[CH2:28][CH2:27][N:26]([CH:29]5[CH2:32][O:31][CH2:30]5)[CH2:25][C@@H:24]4[CH3:33])=[CH:19][N:18]=3)[C:13](=[O:34])[N:12]([CH3:35])[CH:11]=2)[C:3]=1[CH:4]=[O:5]. The yield is 0.260.